Dataset: CYP2D6 inhibition data for predicting drug metabolism from PubChem BioAssay. Task: Regression/Classification. Given a drug SMILES string, predict its absorption, distribution, metabolism, or excretion properties. Task type varies by dataset: regression for continuous measurements (e.g., permeability, clearance, half-life) or binary classification for categorical outcomes (e.g., BBB penetration, CYP inhibition). Dataset: cyp2d6_veith. The compound is Cc1nn(C(C)C(=O)Nc2ccc(Cl)cn2)c(C)c1[N+](=O)[O-]. The result is 0 (non-inhibitor).